Dataset: Experimental lipophilicity measurements (octanol/water distribution) for 4,200 compounds from AstraZeneca. Task: Regression/Classification. Given a drug SMILES string, predict its absorption, distribution, metabolism, or excretion properties. Task type varies by dataset: regression for continuous measurements (e.g., permeability, clearance, half-life) or binary classification for categorical outcomes (e.g., BBB penetration, CYP inhibition). For this dataset (lipophilicity_astrazeneca), we predict Y. (1) The drug is NC(=O)c1ccc(O[C@@H]2C[C@@H]3CC[C@H](C2)N3Cc2ccccc2)nc1. The Y is 1.25 logD. (2) The molecule is Cc1ccc(S(=O)(=O)Nc2c(C(=O)N[C@@H](C)C(C)(C)C)c(C)nn2C2CCN(CC(F)(F)F)CC2)cc1. The Y is 1.08 logD. (3) The compound is c1ccc2ncncc2c1. The Y is 1.00 logD. (4) The Y is 3.80 logD. The molecule is CO[C@H]1CC[C@]2(CC1)Cc1ccc(-c3cc(Cl)cc(C#N)c3)cc1C21N=C(C)C(N)=N1. (5) The drug is COc1cc(C(=O)NS(=O)(=O)c2ccccc2)ccc1Cn1ccc2ccc(C(=O)NCC3CCCC3)cc21. The Y is 1.93 logD. (6) The compound is CCCc1c(OCc2ccc(C(=O)O)cc2)ccc(C(C)=O)c1O. The Y is 2.10 logD. (7) The compound is C[S+]([O-])c1ccc(-c2nc(-c3ccc(F)cc3)c(-c3ccncc3)[nH]2)cc1. The Y is 3.34 logD. (8) The Y is 3.40 logD. The compound is Cc1cccc(C(=O)N2CCC(C(=O)c3ccc(F)cc3)CC2)c1. (9) The molecule is COC[C@@H](O)Cn1c(=O)cnn(-c2ccc(Cl)c(C(=O)NCC3(O)CCCCCC3)c2)c1=O. The Y is 1.44 logD.